Task: Regression. Given a peptide amino acid sequence and an MHC pseudo amino acid sequence, predict their binding affinity value. This is MHC class I binding data.. Dataset: Peptide-MHC class I binding affinity with 185,985 pairs from IEDB/IMGT (1) The peptide sequence is AVAVARVAA. The binding affinity (normalized) is 0.0847. The MHC is HLA-B08:02 with pseudo-sequence HLA-B08:02. (2) The peptide sequence is YTVKYPIL. The MHC is H-2-Db with pseudo-sequence H-2-Db. The binding affinity (normalized) is 0.0267. (3) The peptide sequence is ALVCGLRQL. The MHC is HLA-A02:01 with pseudo-sequence HLA-A02:01. The binding affinity (normalized) is 0.0725. (4) The peptide sequence is SVFNSLYA. The MHC is HLA-A02:01 with pseudo-sequence HLA-A02:01. The binding affinity (normalized) is 0.420. (5) The peptide sequence is FMYEGDTPL. The MHC is HLA-B15:42 with pseudo-sequence HLA-B15:42. The binding affinity (normalized) is 0.213.